From a dataset of Catalyst prediction with 721,799 reactions and 888 catalyst types from USPTO. Predict which catalyst facilitates the given reaction. (1) Reactant: [NH2:1][CH2:2][C:3]1[N:8]=[C:7]([N:9]([CH2:17][C:18]([O:20][C:21]([CH3:24])([CH3:23])[CH3:22])=[O:19])[C:10]([O:12][C:13]([CH3:16])([CH3:15])[CH3:14])=[O:11])[CH:6]=[CH:5][CH:4]=1.[CH3:25][C:26]([C:32]1[CH:39]=[CH:38][C:35]([CH:36]=O)=[CH:34][CH:33]=1)([CH3:31])[CH2:27][CH2:28][CH2:29][CH3:30].C(=O)([O-])O.[Na+]. Product: [C:13]([O:12][C:10]([N:9]([CH2:17][C:18]([O:20][C:21]([CH3:24])([CH3:23])[CH3:22])=[O:19])[C:7]1[CH:6]=[CH:5][CH:4]=[C:3]([CH2:2][NH:1][CH2:36][C:35]2[CH:38]=[CH:39][C:32]([C:26]([CH3:25])([CH3:31])[CH2:27][CH2:28][CH2:29][CH3:30])=[CH:33][CH:34]=2)[N:8]=1)=[O:11])([CH3:16])([CH3:15])[CH3:14]. The catalyst class is: 2. (2) Reactant: [Cl:1][C:2]1[CH:7]=[C:6]([O:8][CH2:9][C:10]2[CH:15]=[CH:14][CH:13]=[CH:12][CH:11]=2)[CH:5]=[C:4]([Cl:16])[C:3]=1[OH:17].C(=O)([O-])[O-].[K+].[K+].Br[CH2:25][CH2:26][CH2:27][OH:28].O. Product: [Cl:1][C:2]1[CH:7]=[C:6]([O:8][CH2:9][C:10]2[CH:15]=[CH:14][CH:13]=[CH:12][CH:11]=2)[CH:5]=[C:4]([Cl:16])[C:3]=1[O:17][CH2:25][CH2:26][CH2:27][OH:28]. The catalyst class is: 3. (3) Reactant: Cl[C:2]1[CH:7]=[C:6]([NH:8][C:9]2[C:18]([F:19])=[CH:17][CH:16]=[CH:15][C:10]=2[C:11]([NH:13][CH3:14])=[O:12])[C:5]([Cl:20])=[CH:4][N:3]=1.[CH2:21]([N:23]1[C:27]([NH2:28])=[CH:26][C:25]([CH3:29])=[N:24]1)[CH3:22].C(=O)([O-])[O-].[Cs+].[Cs+]. Product: [Cl:20][C:5]1[C:6]([NH:8][C:9]2[C:18]([F:19])=[CH:17][CH:16]=[CH:15][C:10]=2[C:11]([NH:13][CH3:14])=[O:12])=[CH:7][C:2]([NH:28][C:27]2[N:23]([CH2:21][CH3:22])[N:24]=[C:25]([CH3:29])[CH:26]=2)=[N:3][CH:4]=1. The catalyst class is: 12. (4) Reactant: [F:1][C:2]1[CH:32]=[CH:31][C:5]([C:6]([NH:8][C:9]2[C:17]3[C:12](=[CH:13][C:14]([CH:18]4[O:23][CH2:22][CH2:21][N:20](C(OC(C)(C)C)=O)[CH2:19]4)=[CH:15][CH:16]=3)[NH:11][N:10]=2)=[O:7])=[CH:4][CH:3]=1.[ClH:33].CCOCC. Product: [ClH:33].[F:1][C:2]1[CH:32]=[CH:31][C:5]([C:6]([NH:8][C:9]2[C:17]3[C:12](=[CH:13][C:14]([CH:18]4[O:23][CH2:22][CH2:21][NH:20][CH2:19]4)=[CH:15][CH:16]=3)[NH:11][N:10]=2)=[O:7])=[CH:4][CH:3]=1. The catalyst class is: 12. (5) Product: [CH2:12]([O:1][C:2]1[CH:9]=[CH:8][C:5]([CH:6]=[O:7])=[C:4]([O:10][CH3:11])[CH:3]=1)[C:13]1[CH:18]=[CH:17][CH:16]=[CH:15][CH:14]=1. Reactant: [OH:1][C:2]1[CH:9]=[CH:8][C:5]([CH:6]=[O:7])=[C:4]([O:10][CH3:11])[CH:3]=1.[CH2:12](Br)[C:13]1[CH:18]=[CH:17][CH:16]=[CH:15][CH:14]=1.C(=O)([O-])[O-].[K+].[K+]. The catalyst class is: 21. (6) Reactant: N#N.[C:3]([NH:7][C:8](=[O:19])[C:9]1[CH:14]=[CH:13][C:12]([C:15]([CH3:18])([CH3:17])[CH3:16])=[CH:11][CH:10]=1)([CH3:6])([CH3:5])[CH3:4].C([Li])(CC)C.CN([CH:28]=[O:29])C.[NH4+].[Cl-]. Product: [C:3]([N:7]1[CH:28]([OH:29])[C:10]2[C:9](=[CH:14][CH:13]=[C:12]([C:15]([CH3:18])([CH3:17])[CH3:16])[CH:11]=2)[C:8]1=[O:19])([CH3:6])([CH3:5])[CH3:4]. The catalyst class is: 90. (7) Reactant: F[C:2]1[CH:9]=[CH:8][CH:7]=[CH:6][C:3]=1[CH:4]=[O:5].[CH:10]1[C:15]([OH:16])=[CH:14][CH:13]=[C:12]([CH3:17])[CH:11]=1.C([O-])([O-])=O.[K+].[K+].C(OCC)(=O)C. Product: [CH3:17][C:12]1[CH:11]=[CH:10][C:15]([O:16][C:2]2[CH:9]=[CH:8][CH:7]=[CH:6][C:3]=2[CH:4]=[O:5])=[CH:14][CH:13]=1. The catalyst class is: 287. (8) Reactant: [C:1]([O:9][C:10]([CH3:13])([CH3:12])[CH3:11])(=[O:8])[CH2:2][C:3]([O:5][CH2:6][CH3:7])=[O:4].CC(C)([O-])C.[K+].[Br:20][C:21]1[CH:22]=[C:23]([N+:28]([O-:30])=[O:29])[C:24](Cl)=[N:25][CH:26]=1. Product: [Br:20][C:21]1[CH:22]=[C:23]([N+:28]([O-:30])=[O:29])[C:24]([CH:2]([C:3]([O:5][CH2:6][CH3:7])=[O:4])[C:1]([O:9][C:10]([CH3:12])([CH3:11])[CH3:13])=[O:8])=[N:25][CH:26]=1. The catalyst class is: 7. (9) Reactant: [CH:1]1([C:6]2[CH:11]=[CH:10][C:9]([NH:12][C:13](=[O:15])[CH3:14])=[CH:8][CH:7]=2)[CH2:5][CH2:4][CH2:3][CH2:2]1.C(OC(=O)C)(=O)C.[N+:23]([O-])([OH:25])=[O:24]. Product: [CH:1]1([C:6]2[CH:7]=[CH:8][C:9]([NH:12][C:13](=[O:15])[CH3:14])=[C:10]([N+:23]([O-:25])=[O:24])[CH:11]=2)[CH2:2][CH2:3][CH2:4][CH2:5]1. The catalyst class is: 6. (10) Reactant: [F:1][C:2]1[CH:3]=[C:4]2[C:8](=[CH:9][C:10]=1[F:11])[NH:7][C:6]([C:12]1[CH:13]=[CH:14][C:15]([O:31][CH3:32])=[C:16]([NH:18][S:19]([C:22]3[CH:27]=[CH:26][CH:25]=[C:24]([N+:28]([O-])=O)[CH:23]=3)(=[O:21])=[O:20])[CH:17]=1)=[CH:5]2. Product: [NH2:28][C:24]1[CH:23]=[C:22]([S:19]([NH:18][C:16]2[CH:17]=[C:12]([C:6]3[NH:7][C:8]4[C:4]([CH:5]=3)=[CH:3][C:2]([F:1])=[C:10]([F:11])[CH:9]=4)[CH:13]=[CH:14][C:15]=2[O:31][CH3:32])(=[O:20])=[O:21])[CH:27]=[CH:26][CH:25]=1. The catalyst class is: 183.